From a dataset of Peptide-MHC class II binding affinity with 134,281 pairs from IEDB. Regression. Given a peptide amino acid sequence and an MHC pseudo amino acid sequence, predict their binding affinity value. This is MHC class II binding data. (1) The peptide sequence is AALPAVGAAAGAPAA. The MHC is DRB1_1201 with pseudo-sequence DRB1_1201. The binding affinity (normalized) is 0.123. (2) The peptide sequence is RSSNFQCQKLLWQLN. The MHC is DRB4_0101 with pseudo-sequence DRB4_0103. The binding affinity (normalized) is 0.719. (3) The peptide sequence is YDKFLANVSTVVTGK. The MHC is DRB1_1001 with pseudo-sequence DRB1_1001. The binding affinity (normalized) is 0.706. (4) The binding affinity (normalized) is 0.0731. The peptide sequence is WPTVRERMRRAEPAA. The MHC is DRB1_0405 with pseudo-sequence DRB1_0405. (5) The peptide sequence is YDKFLANYSTVLTGK. The MHC is DRB1_0405 with pseudo-sequence DRB1_0405. The binding affinity (normalized) is 0.735. (6) The peptide sequence is DEALNNRFQIKGVEL. The MHC is DRB1_0101 with pseudo-sequence DRB1_0101. The binding affinity (normalized) is 0.254.